Dataset: Full USPTO retrosynthesis dataset with 1.9M reactions from patents (1976-2016). Task: Predict the reactants needed to synthesize the given product. (1) Given the product [F:1][C:2]1[CH:3]=[CH:4][C:5]([N:8]2[C:16]3[C:11](=[CH:12][C:13]([O:17][C@H:18]([C:22]4[CH:27]=[CH:26][CH:25]=[C:24]([O:28][CH3:29])[CH:23]=4)[C@@H:19]([NH:21][C:36]([C:32]4[S:33][CH:34]=[CH:35][C:31]=4[CH3:30])=[O:37])[CH3:20])=[CH:14][CH:15]=3)[CH:10]=[N:9]2)=[CH:6][CH:7]=1, predict the reactants needed to synthesize it. The reactants are: [F:1][C:2]1[CH:7]=[CH:6][C:5]([N:8]2[C:16]3[C:11](=[CH:12][C:13]([O:17][C@H:18]([C:22]4[CH:27]=[CH:26][CH:25]=[C:24]([O:28][CH3:29])[CH:23]=4)[C@@H:19]([NH2:21])[CH3:20])=[CH:14][CH:15]=3)[CH:10]=[N:9]2)=[CH:4][CH:3]=1.[CH3:30][C:31]1[CH:35]=[CH:34][S:33][C:32]=1[C:36](O)=[O:37]. (2) Given the product [Br:11][CH2:8][CH2:7][C:5]1[NH:4][N:3]=[C:2]([NH2:1])[CH:6]=1, predict the reactants needed to synthesize it. The reactants are: [NH2:1][C:2]1[CH:6]=[C:5]([CH2:7][CH2:8]O)[NH:4][N:3]=1.P(Br)(Br)[Br:11]. (3) Given the product [CH3:11][O:10][C:8]([C:7]1[CH:12]=[CH:13][C:4]2[C:3](=[O:22])[C:20]3[C:15]([O:14][C:5]=2[CH:6]=1)=[C:16]([Cl:21])[CH:17]=[CH:18][CH:19]=3)=[O:9], predict the reactants needed to synthesize it. The reactants are: CO[C:3](=[O:22])[C:4]1[CH:13]=[CH:12][C:7]([C:8]([O:10][CH3:11])=[O:9])=[CH:6][C:5]=1[O:14][C:15]1[CH:20]=[CH:19][CH:18]=[CH:17][C:16]=1[Cl:21].COC(=O)C1C=CC(C(OC)=O)=CC=1OC1C=CC=CC=1OC. (4) Given the product [CH3:1][O:2][C:3](=[O:19])[CH2:4][C:5]1[CH:10]=[CH:9][CH:8]=[C:7]([S:38]([C:34]2[CH:33]=[C:32]([C:23]3[CH:24]=[CH:25][C:26]([C:28]([F:29])([F:30])[F:31])=[CH:27][C:22]=3[F:21])[CH:37]=[CH:36][CH:35]=2)(=[O:40])=[O:39])[CH:6]=1, predict the reactants needed to synthesize it. The reactants are: [CH3:1][O:2][C:3](=[O:19])[CH2:4][C:5]1[CH:10]=[CH:9][CH:8]=[C:7](OS(C(F)(F)F)(=O)=O)[CH:6]=1.[Na].[F:21][C:22]1[CH:27]=[C:26]([C:28]([F:31])([F:30])[F:29])[CH:25]=[CH:24][C:23]=1[C:32]1[CH:37]=[CH:36][CH:35]=[C:34]([S:38]([O-:40])=[O:39])[CH:33]=1.CC1(C)C2C(=C(P(C3C=CC=CC=3)C3C=CC=CC=3)C=CC=2)OC2C(P(C3C=CC=CC=3)C3C=CC=CC=3)=CC=CC1=2.C(=O)([O-])[O-].[Cs+].[Cs+].C1(C)C=CC=CC=1. (5) Given the product [C:11]([O:14][CH2:1][CH:5]1[CH2:4][CH:8]2[CH2:7][CH:6]1[CH:10]=[CH:9]2)(=[O:13])[CH3:12], predict the reactants needed to synthesize it. The reactants are: [CH2:1]1[CH:5]2[CH:6]3[CH:10]=[CH:9][CH:8]([CH:4]2C=C1)[CH2:7]3.[C:11]([O:14]CC=C)(=[O:13])[CH3:12].C1(C=CC(O)=CC=1)O. (6) The reactants are: [F:1][C:2]([F:12])([F:11])[O:3][C:4]1[CH:5]=[C:6]([OH:10])[CH:7]=[CH:8][CH:9]=1.S(Cl)([Cl:16])(=O)=O. Given the product [Cl:16][C:9]1[CH:8]=[CH:7][C:6]([OH:10])=[CH:5][C:4]=1[O:3][C:2]([F:11])([F:12])[F:1], predict the reactants needed to synthesize it. (7) Given the product [F:2][C:3]1[C:4]([O:13][CH3:14])=[C:5]([C@@H:9]2[CH2:11][C@H:10]2[NH:12][CH2:15][CH:17]2[CH2:22][CH2:21][N:20]([C:23]([O:25][C:26]([CH3:27])([CH3:29])[CH3:28])=[O:24])[CH2:19][CH2:18]2)[CH:6]=[CH:7][CH:8]=1, predict the reactants needed to synthesize it. The reactants are: Cl.[F:2][C:3]1[C:4]([O:13][CH3:14])=[C:5]([C@@H:9]2[CH2:11][C@H:10]2[NH2:12])[CH:6]=[CH:7][CH:8]=1.[CH:15]([CH:17]1[CH2:22][CH2:21][N:20]([C:23]([O:25][C:26]([CH3:29])([CH3:28])[CH3:27])=[O:24])[CH2:19][CH2:18]1)=O.[BH-](OC(C)=O)(OC(C)=O)OC(C)=O.[Na+]. (8) The reactants are: [Cl:1][C:2]1[CH:9]=[C:8](F)[C:7]([F:11])=[CH:6][C:3]=1[CH:4]=[O:5].C[O:13]CCOCCO.C(=O)([O-])[O-].[Cs+].[Cs+].O. Given the product [Cl:1][C:2]1[CH:9]=[C:8]([OH:13])[C:7]([F:11])=[CH:6][C:3]=1[CH:4]=[O:5], predict the reactants needed to synthesize it. (9) Given the product [CH3:8][C:5]1[CH:6]=[CH:7][C:2]2[N:1]=[C:12]([C:14]3[CH:23]=[CH:22][C:17]([C:18]([O:20][CH3:21])=[O:19])=[CH:16][CH:15]=3)[CH2:11][O:9][C:3]=2[CH:4]=1, predict the reactants needed to synthesize it. The reactants are: [NH2:1][C:2]1[CH:7]=[CH:6][C:5]([CH3:8])=[CH:4][C:3]=1[OH:9].Br[CH2:11][C:12]([C:14]1[CH:23]=[CH:22][C:17]([C:18]([O:20][CH3:21])=[O:19])=[CH:16][CH:15]=1)=O. (10) Given the product [CH2:1]([N:3]1[CH2:8][CH2:7][NH:6][CH2:5][C:4]1=[O:16])[CH3:2], predict the reactants needed to synthesize it. The reactants are: [CH2:1]([N:3]1[CH2:8][CH2:7][N:6](C(OC(C)(C)C)=O)[CH2:5][C:4]1=[O:16])[CH3:2].C(O)(C(F)(F)F)=O.